The task is: Predict which catalyst facilitates the given reaction.. This data is from Catalyst prediction with 721,799 reactions and 888 catalyst types from USPTO. (1) Reactant: I[CH3:2].[CH3:3][N:4]1[CH:14]=[N:13][C:6]([CH2:7][C@@H:8]([C:10]([OH:12])=[O:11])[NH2:9])=[CH:5]1. Product: [CH3:3][N:4]1[CH2:14][N:13]([CH3:2])[C:6]([CH2:7][C@@H:8]([C:10]([OH:12])=[O:11])[NH2:9])=[CH:5]1. The catalyst class is: 10. (2) Reactant: [H-].[Na+].[Br:3][C:4]1[CH:9]=[CH:8][C:7]([CH2:10][OH:11])=[C:6]([F:12])[CH:5]=1.[CH3:13]I. Product: [Br:3][C:4]1[CH:9]=[CH:8][C:7]([CH2:10][O:11][CH3:13])=[C:6]([F:12])[CH:5]=1. The catalyst class is: 3. (3) Reactant: C(=O)([O-])[O-].[Na+].[Na+].[OH:7][C:8]1[CH:15]=[CH:14][C:11]([CH:12]=[O:13])=[CH:10][CH:9]=1.Cl[CH2:17][CH:18]([OH:20])[CH3:19].C(=O)(O)[O-].[Na+]. Product: [OH:20][CH:18]([CH3:19])[CH2:17][O:7][C:8]1[CH:15]=[CH:14][C:11]([CH:12]=[O:13])=[CH:10][CH:9]=1. The catalyst class is: 3. (4) Reactant: [H-].[H-].[H-].[H-].[Li+].[Al+3].[Al+3].[Cl-].[Cl-].[Cl-].[S:11]1[CH:15]=[CH:14][CH:13]=[C:12]1[C:16](O)([CH2:18][CH2:19][CH2:20][CH3:21])[CH3:17]. Product: [CH3:17][CH:16]([C:12]1[S:11][CH:15]=[CH:14][CH:13]=1)[CH2:18][CH2:19][CH2:20][CH3:21]. The catalyst class is: 28. (5) Reactant: [CH3:1][C:2]1([CH3:28])[CH2:7][CH2:6][C:5]([C:8]2[C:13]([NH:14][C:15]([C:17]3[NH:18][C:19]([C:22]#[N:23])=[CH:20][N:21]=3)=[O:16])=[CH:12][CH:11]=[C:10]([C:24](O)([CH3:26])[CH3:25])[N:9]=2)=[CH:4][CH2:3]1.[CH2:29]([N:31]1[CH2:36][CH2:35][NH:34][CH2:33][CH2:32]1)[CH3:30].S(Cl)(Cl)=O. Product: [CH3:1][C:2]1([CH3:28])[CH2:7][CH2:6][C:5]([C:8]2[C:13]([NH:14][C:15]([C:17]3[NH:21][CH:20]=[C:19]([C:22]#[N:23])[N:18]=3)=[O:16])=[CH:12][CH:11]=[C:10]([C:24]([N:34]3[CH2:35][CH2:36][N:31]([CH2:29][CH3:30])[CH2:32][CH2:33]3)([CH3:26])[CH3:25])[N:9]=2)=[CH:4][CH2:3]1. The catalyst class is: 2. (6) The catalyst class is: 5. Reactant: [C:1]([C:5]1[S:9][C:8]([C:10](OCC)=[O:11])=[N:7][N:6]=1)([CH3:4])([CH3:3])[CH3:2].[BH4-].[Na+].[Cl-].[Na+].Cl. Product: [C:1]([C:5]1[S:9][C:8]([CH2:10][OH:11])=[N:7][N:6]=1)([CH3:4])([CH3:2])[CH3:3]. (7) Reactant: [Cl:1][C:2]1[CH:17]=[CH:16][C:5]([CH2:6][C:7]2[CH2:11][CH2:10][C:9]([CH3:13])([CH3:12])[C:8]=2[CH:14]=[O:15])=[CH:4][CH:3]=1.[BH4-].[Na+].[BH4-].C1(C)C=CC=CC=1. Product: [Cl:1][C:2]1[CH:3]=[CH:4][C:5]([CH2:6][C:7]2[CH2:11][CH2:10][C:9]([CH3:13])([CH3:12])[C:8]=2[CH2:14][OH:15])=[CH:16][CH:17]=1. The catalyst class is: 24.